Dataset: Forward reaction prediction with 1.9M reactions from USPTO patents (1976-2016). Task: Predict the product of the given reaction. (1) Given the reactants Br[C:2]1[CH:3]=[CH:4][C:5]2[C:6]3[C:11]([C:12]4[C:17]=2[C:16]=1[CH:15]=[CH:14][CH:13]=4)=[CH:10][CH:9]=[CH:8][CH:7]=3.C1([N:24]2[C:28]3[CH:29]=[CH:30][CH:31]=[CH:32][C:27]=3[N:26]=[C:25]2[C:33]2[CH:38]=[CH:37][C:36](B(O)O)=[CH:35][CH:34]=2)C=CC=CC=1.[C:42]1(C)[CH:47]=[CH:46][CH:45]=[CH:44][CH:43]=1.C(=O)([O-])[O-].[K+].[K+], predict the reaction product. The product is: [CH:4]1[C:5]2=[C:17]3[C:12]([C:11]4[C:6]2=[CH:7][CH:8]=[CH:9][CH:10]=4)=[CH:13][CH:14]=[CH:15][C:16]3=[C:2]([C:36]2[CH:35]=[CH:34][C:33]([C:25]3[N:24]([C:42]4[CH:47]=[CH:46][CH:45]=[CH:44][CH:43]=4)[C:28]4[CH:29]=[CH:30][CH:31]=[CH:32][C:27]=4[N:26]=3)=[CH:38][CH:37]=2)[CH:3]=1. (2) Given the reactants [Cl:1][C:2]1[C:6]([Cl:7])=[C:5]([CH3:8])[NH:4][C:3]=1[C:9]([NH:11][CH:12]1[CH2:17][CH2:16][N:15]([C:18]2[S:19][C:20]([C:23]([OH:25])=O)=[CH:21][N:22]=2)[CH2:14][CH2:13]1)=[O:10].Cl.[O:27]([NH2:29])[CH3:28], predict the reaction product. The product is: [Cl:1][C:2]1[C:6]([Cl:7])=[C:5]([CH3:8])[NH:4][C:3]=1[C:9]([NH:11][CH:12]1[CH2:13][CH2:14][N:15]([C:18]2[S:19][C:20]([C:23]([NH:29][O:27][CH3:28])=[O:25])=[CH:21][N:22]=2)[CH2:16][CH2:17]1)=[O:10]. (3) Given the reactants Br[C:2]1[N:3]=[C:4]2[C:10]([C:11](=[O:16])[C:12]([CH3:15])([CH3:14])[CH3:13])=[CH:9][NH:8][C:5]2=[N:6][CH:7]=1.[CH3:17][O:18][C:19]1[CH:24]=[CH:23][C:22](B(O)O)=[CH:21][CH:20]=1.C(=O)([O-])[O-].[K+].[K+].O1CCOCC1, predict the reaction product. The product is: [CH3:17][O:18][C:19]1[CH:24]=[CH:23][C:22]([C:2]2[N:3]=[C:4]3[C:10]([C:11](=[O:16])[C:12]([CH3:15])([CH3:14])[CH3:13])=[CH:9][NH:8][C:5]3=[N:6][CH:7]=2)=[CH:21][CH:20]=1. (4) Given the reactants [OH:1][C:2]1[CH:7]=[CH:6][C:5]([C:8]2[C:9](=[O:19])[O:10][CH2:11][C:12]=2[C:13]2[CH:18]=[CH:17][N:16]=[CH:15][CH:14]=2)=[CH:4][CH:3]=1.C([O-])([O-])=O.[K+].[K+].Cl[CH2:27][C:28]1[CH:37]=[CH:36][C:35]2[C:30](=[CH:31][CH:32]=[CH:33][CH:34]=2)[N:29]=1, predict the reaction product. The product is: [N:16]1[CH:17]=[CH:18][C:13]([C:12]2[CH2:11][O:10][C:9](=[O:19])[C:8]=2[C:5]2[CH:4]=[CH:3][C:2]([O:1][CH2:27][C:28]3[CH:37]=[CH:36][C:35]4[C:30](=[CH:31][CH:32]=[CH:33][CH:34]=4)[N:29]=3)=[CH:7][CH:6]=2)=[CH:14][CH:15]=1. (5) Given the reactants [CH3:1][O:2][C:3]1[N:8]=[CH:7][C:6]([CH:9]=[O:10])=[CH:5][CH:4]=1.C([O-])(=O)C.[Na+].[Br:16]Br, predict the reaction product. The product is: [Br:16][C:4]1[CH:5]=[C:6]([CH:9]=[O:10])[CH:7]=[N:8][C:3]=1[O:2][CH3:1]. (6) Given the reactants [OH:1]/[CH:2]=[C:3]1/[CH:4]2[CH2:22][C:21]3[C:16](=[CH:17][CH:18]=[CH:19][C:20]=3[C:23]#[C:24][Si](C)(C)C)[CH:5]2[N:6](C(OC(C)(C)C)=O)[C:7]/1=[O:8].O/C=C1/C2CC3C(=CC=CC=3C#C[Si](C)(C)C)C2NC/1=O.FC(F)(F)C(O)=O.[Na], predict the reaction product. The product is: [C:23]([C:20]1[CH:19]=[CH:18][CH:17]=[C:16]2[C:21]=1[CH2:22][CH:4]1[CH:5]2[NH:6][C:7](=[O:8])/[C:3]/1=[CH:2]\[OH:1])#[CH:24]. (7) Given the reactants [CH2:1]([N:8]([CH2:23][CH:24]1[CH2:26][CH2:25]1)[C:9](=[O:22])[CH2:10][NH:11][C:12]1[CH:21]=[CH:20][CH:19]=[C:18]2[C:13]=1[CH:14]=[CH:15][N:16]=[CH:17]2)[C:2]1[CH:7]=[CH:6][CH:5]=[CH:4][CH:3]=1.IC.[BH4-].[Na+].[C:31]([O-])(O)=O.[Na+].C1N2CCN(CC2)C1, predict the reaction product. The product is: [CH2:1]([N:8]([CH2:23][CH:24]1[CH2:26][CH2:25]1)[C:9](=[O:22])[CH2:10][NH:11][C:12]1[CH:21]=[CH:20][CH:19]=[C:18]2[C:13]=1[CH2:14][CH2:15][N:16]([CH3:31])[CH2:17]2)[C:2]1[CH:7]=[CH:6][CH:5]=[CH:4][CH:3]=1. (8) Given the reactants [O:1]=[C:2]1[CH2:6][CH2:5][CH2:4][N:3]1[C:7]([O:9][C:10]([CH3:13])([CH3:12])[CH3:11])=[O:8].C([N-]C(C)C)(C)C.[Li+].[Br:22][C:23]([CH2:25]Br)=[CH2:24], predict the reaction product. The product is: [Br:22][C:23](=[CH2:24])[CH2:25][CH:6]1[CH2:5][CH2:4][N:3]([C:7]([O:9][C:10]([CH3:13])([CH3:12])[CH3:11])=[O:8])[C:2]1=[O:1].